From a dataset of Forward reaction prediction with 1.9M reactions from USPTO patents (1976-2016). Predict the product of the given reaction. (1) Given the reactants [F:1][C:2]1[CH:7]=[CH:6][C:5]([C:8]2[N:9]([C:18]3[CH:23]=[CH:22][N:21]=[C:20]([NH:24][CH:25]4[CH2:29][CH2:28][CH2:27][CH2:26]4)[N:19]=3)[C:10]3[C:11]([N:17]=2)=[N:12][C:13](Cl)=[CH:14][CH:15]=3)=[CH:4][CH:3]=1.[NH:30]1[CH2:35][CH2:34][O:33][CH2:32][CH2:31]1.CC([O-])(C)C.[Na+].CC(O)=O, predict the reaction product. The product is: [F:1][C:2]1[CH:7]=[CH:6][C:5]([C:8]2[N:9]([C:18]3[CH:23]=[CH:22][N:21]=[C:20]([NH:24][CH:25]4[CH2:29][CH2:28][CH2:27][CH2:26]4)[N:19]=3)[C:10]3[C:11]([N:17]=2)=[N:12][C:13]([N:30]2[CH2:35][CH2:34][O:33][CH2:32][CH2:31]2)=[CH:14][CH:15]=3)=[CH:4][CH:3]=1. (2) Given the reactants [I-].[NH:2]1[C:10]2[C:5](=[CH:6][CH:7]=[CH:8][CH:9]=2)[C:4]([CH2:11][P+](C2C=CC=CC=2)(C2C=CC=CC=2)C2C=CC=CC=2)=[N:3]1.[CH:31]([N:33]1[CH2:38][CH2:37][N:36]([C:39]2[CH:46]=[CH:45][C:42]([CH:43]=O)=[CH:41][CH:40]=2)[CH2:35][CH2:34]1)=[O:32].C(=O)([O-])[O-].[K+].[K+], predict the reaction product. The product is: [CH:31]([N:33]1[CH2:38][CH2:37][N:36]([C:39]2[CH:46]=[CH:45][C:42](/[CH:43]=[CH:11]/[C:4]3[C:5]4[C:10](=[CH:9][CH:8]=[CH:7][CH:6]=4)[NH:2][N:3]=3)=[CH:41][CH:40]=2)[CH2:35][CH2:34]1)=[O:32].